This data is from Forward reaction prediction with 1.9M reactions from USPTO patents (1976-2016). The task is: Predict the product of the given reaction. (1) Given the reactants [N:1]1[CH:6]=[CH:5][CH:4]=[CH:3][C:2]=1[NH:7][C:8]1[CH:16]=[CH:15][C:11]([C:12](Cl)=[O:13])=[CH:10][CH:9]=1.[F:17][C:18]1[C:23]([C:24]([F:27])([F:26])[F:25])=[CH:22][CH:21]=[CH:20][C:19]=1[C:28]1[N:29]=[C:30]([NH2:33])[S:31][CH:32]=1, predict the reaction product. The product is: [N:1]1[CH:6]=[CH:5][CH:4]=[CH:3][C:2]=1[NH:7][C:8]1[CH:16]=[CH:15][C:11]([C:12]([NH:33][C:30]2[S:31][CH:32]=[C:28]([C:19]3[CH:20]=[CH:21][CH:22]=[C:23]([C:24]([F:27])([F:25])[F:26])[C:18]=3[F:17])[N:29]=2)=[O:13])=[CH:10][CH:9]=1. (2) Given the reactants [CH3:1][NH:2][C:3]([C:5]1[C:23]([F:24])=[C:22]([F:25])[C:8]2[N:9]([C:14]3[CH:19]=[CH:18][C:17]([I:20])=[CH:16][C:15]=3[CH3:21])C[O:11][C:12](=[O:13])[C:7]=2[CH:6]=1)=[O:4].OCC(CO)O.Cl, predict the reaction product. The product is: [F:24][C:23]1[C:22]([F:25])=[C:8]([NH:9][C:14]2[CH:19]=[CH:18][C:17]([I:20])=[CH:16][C:15]=2[CH3:21])[C:7]([C:12]([OH:13])=[O:11])=[CH:6][C:5]=1[C:3]([NH:2][CH3:1])=[O:4]. (3) Given the reactants [CH:1]1([C:4]2[C:13]3[C:8](=[CH:9][CH:10]=[CH:11][CH:12]=3)[CH:7]=[N:6][C:5]=2[NH2:14])[CH2:3][CH2:2]1.[Br:15][C:16]1[CH:21]=[CH:20][C:19]([S:22](Cl)(=[O:24])=[O:23])=[CH:18][C:17]=1[F:26], predict the reaction product. The product is: [Br:15][C:16]1[CH:21]=[CH:20][C:19]([S:22]([NH:14][C:5]2[N:6]=[CH:7][C:8]3[C:13]([C:4]=2[CH:1]2[CH2:3][CH2:2]2)=[CH:12][CH:11]=[CH:10][CH:9]=3)(=[O:24])=[O:23])=[CH:18][C:17]=1[F:26]. (4) Given the reactants [F:1][CH:2]([F:6])[C:3](O)=[O:4].C(N(CC)CC)C.C(Cl)(=O)C(C)(C)C.Cl.[NH2:22][CH:23]([C:40]1[CH:45]=[CH:44][C:43]([O:46][CH3:47])=[CH:42][CH:41]=1)[C:24]([C:26]1[CH:31]=[CH:30][C:29]([O:32][CH2:33][C:34]2[CH:39]=[CH:38][CH:37]=[CH:36][CH:35]=2)=[CH:28][CH:27]=1)=[O:25], predict the reaction product. The product is: [CH2:33]([O:32][C:29]1[CH:30]=[CH:31][C:26]([C:24](=[O:25])[CH:23]([NH:22][C:3](=[O:4])[CH:2]([F:6])[F:1])[C:40]2[CH:41]=[CH:42][C:43]([O:46][CH3:47])=[CH:44][CH:45]=2)=[CH:27][CH:28]=1)[C:34]1[CH:35]=[CH:36][CH:37]=[CH:38][CH:39]=1. (5) Given the reactants C=[C:2]([OH:6])[CH2:3][CH2:4][OH:5].[CH:7]1([NH:13][C:14]2[C:19]([CH:20]=[N:21][OH:22])=[CH:18][N:17]=[C:16]3[N:23]([CH2:26][CH3:27])[N:24]=[CH:25][C:15]=23)[CH2:12][CH2:11][CH2:10][CH2:9][CH2:8]1.Cl[O-].[Na+].O1CCC[CH2:32]1, predict the reaction product. The product is: [CH:7]1([NH:13][C:14]2[C:19]([C:20]3[CH2:32][C:3]([CH2:2][OH:6])([CH2:4][OH:5])[O:22][N:21]=3)=[CH:18][N:17]=[C:16]3[N:23]([CH2:26][CH3:27])[N:24]=[CH:25][C:15]=23)[CH2:8][CH2:9][CH2:10][CH2:11][CH2:12]1. (6) Given the reactants [Cl:1][C:2]1[CH:3]=[C:4]([NH:10][C:11]2[C:20]3[C:15](=[CH:16][CH:17]=[C:18]([N+:21]([O-])=O)[CH:19]=3)[N:14]=[CH:13][N:12]=2)[C:5]([F:9])=[CH:6][C:7]=1[Cl:8].C(O)C.O.O.NN, predict the reaction product. The product is: [Cl:1][C:2]1[CH:3]=[C:4]([NH:10][C:11]2[C:20]3[C:15](=[CH:16][CH:17]=[C:18]([NH2:21])[CH:19]=3)[N:14]=[CH:13][N:12]=2)[C:5]([F:9])=[CH:6][C:7]=1[Cl:8]. (7) Given the reactants C([O:3][C:4](=[O:15])[CH:5]([C:7]1[CH:12]=[C:11]([Cl:13])[CH:10]=[C:9]([Br:14])[CH:8]=1)[CH3:6])C.CO.[Li+].[OH-].Cl, predict the reaction product. The product is: [Br:14][C:9]1[CH:8]=[C:7]([CH:5]([CH3:6])[C:4]([OH:15])=[O:3])[CH:12]=[C:11]([Cl:13])[CH:10]=1.